This data is from Reaction yield outcomes from USPTO patents with 853,638 reactions. The task is: Predict the reaction yield, written as a fraction of the theoretical maximum amount of product (1.0 means a 100% yield; for example, 0.34 means a 34% yield). (1) The product is [C:52]([O:51][C:48]1[CH:47]=[CH:46][C:45]([CH2:44][C@H:40]([NH:39][C:37](=[O:38])[O:36][CH2:35][CH:33]2[C:34]3[CH:22]=[CH:23][CH:24]=[CH:25][C:26]=3[C:27]3[C:32]2=[CH:31][CH:30]=[CH:29][CH:28]=3)[C:41]([N:7]([C@@H:5]([CH3:6])[CH:4]([O:19][CH2:20][CH3:21])[O:3][CH2:1][CH3:2])[CH2:8][C:9]2[CH:10]=[CH:11][CH:12]=[C:13]3[C:18]=2[N:17]=[CH:16][CH:15]=[CH:14]3)=[O:42])=[CH:50][CH:49]=1)([CH3:55])([CH3:53])[CH3:54]. The reactants are [CH2:1]([O:3][CH:4]([O:19][CH2:20][CH3:21])[C@@H:5]([NH:7][CH2:8][C:9]1[CH:10]=[CH:11][CH:12]=[C:13]2[C:18]=1[N:17]=[CH:16][CH:15]=[CH:14]2)[CH3:6])[CH3:2].[CH:22]1[C:34]2[CH:33]([CH2:35][O:36][C:37]([NH:39][C@@H:40]([CH2:44][C:45]3[CH:50]=[CH:49][C:48]([O:51][C:52]([CH3:55])([CH3:54])[CH3:53])=[CH:47][CH:46]=3)[C:41](O)=[O:42])=[O:38])[C:32]3[C:27](=[CH:28][CH:29]=[CH:30][CH:31]=3)[C:26]=2[CH:25]=[CH:24][CH:23]=1. The yield is 0.680. No catalyst specified. (2) The reactants are [N:1](OCCC(C)C)=O.[CH2:9]([O:11][C:12](=[O:35])[C@@H:13]([CH2:20][C:21]1[CH:26]=[C:25]([Br:27])[C:24]([NH2:28])=[C:23]([CH3:29])[C:22]=1[CH2:30][O:31][C:32](=[O:34])[CH3:33])[CH2:14][C:15]([O:17][CH2:18][CH3:19])=[O:16])[CH3:10].C([O-])(=O)C.[K+]. The product is [CH2:9]([O:11][C:12](=[O:35])[C@@H:13]([CH2:20][C:21]1[C:22]([CH2:30][O:31][C:32](=[O:34])[CH3:33])=[C:23]2[C:24](=[C:25]([Br:27])[CH:26]=1)[NH:28][N:1]=[CH:29]2)[CH2:14][C:15]([O:17][CH2:18][CH3:19])=[O:16])[CH3:10]. The yield is 0.770. The catalyst is C(O)(=O)C.C1(C)C=CC=CC=1. (3) The reactants are [C:1]([C:4]1[S:5][C:6](Br)=[CH:7][CH:8]=1)(=O)C.[Br:10][C:11]1[S:15][C:14]([C:16]([CH2:18][C:19]#[N:20])=[O:17])=[CH:13][CH:12]=1.[CH2:21]([N:28]1CCC(=O)CC1)[C:22]1[CH:27]=[CH:26][CH:25]=[CH:24][CH:23]=1.N1CCOCC1.[S]. No catalyst specified. The product is [NH2:20][C:19]1[S:5][C:4]2[CH2:1][N:28]([CH2:21][C:22]3[CH:27]=[CH:26][CH:25]=[CH:24][CH:23]=3)[CH2:6][CH2:7][C:8]=2[C:18]=1[C:16]([C:14]1[S:15][C:11]([Br:10])=[CH:12][CH:13]=1)=[O:17]. The yield is 0.720. (4) The reactants are [O:1]([C:8]1[N:13]=[CH:12][C:11]([CH2:14]O)=[CH:10][CH:9]=1)[C:2]1[CH:7]=[CH:6][CH:5]=[CH:4][CH:3]=1.S(Cl)([Cl:18])=O.C(=O)(O)[O-].[Na+]. The catalyst is ClCCl. The product is [Cl:18][CH2:14][C:11]1[CH:10]=[CH:9][C:8]([O:1][C:2]2[CH:7]=[CH:6][CH:5]=[CH:4][CH:3]=2)=[N:13][CH:12]=1. The yield is 0.898. (5) The reactants are [NH2:1][C:2]1[CH:23]=[CH:22][C:5]2[C:6]3[C:19]([O:20][CH3:21])=[CH:18][CH:17]=[CH:16][C:7]=3[O:8][CH:9]([C:10]3[CH:15]=[CH:14][CH:13]=[CH:12][CH:11]=3)[C:4]=2[CH:3]=1.N1C=CC=CC=1.[CH3:30][S:31](Cl)(=[O:33])=[O:32]. The catalyst is C(Cl)(Cl)Cl. The product is [CH3:21][O:20][C:19]1[C:6]2[C:5]3[CH:22]=[CH:23][C:2]([NH:1][S:31]([CH3:30])(=[O:33])=[O:32])=[CH:3][C:4]=3[CH:9]([C:10]3[CH:11]=[CH:12][CH:13]=[CH:14][CH:15]=3)[O:8][C:7]=2[CH:16]=[CH:17][CH:18]=1. The yield is 0.800. (6) The reactants are O=P12OP3(OP(OP(O3)(O1)=O)(=O)O2)=O.CS(O)(=O)=O.Cl.[NH2:21][C:22]1[CH:27]=[C:26]([Cl:28])[CH:25]=[CH:24][C:23]=1[SH:29].[Cl:30][C:31]1[CH:36]=[C:35]([N+:37]([O-:39])=[O:38])[CH:34]=[C:33]([Cl:40])[C:32]=1[CH2:41][C:42](O)=O. No catalyst specified. The product is [Cl:28][C:26]1[CH:25]=[CH:24][C:23]2[S:29][C:42]([CH2:41][C:32]3[C:33]([Cl:40])=[CH:34][C:35]([N+:37]([O-:39])=[O:38])=[CH:36][C:31]=3[Cl:30])=[N:21][C:22]=2[CH:27]=1. The yield is 0.990. (7) The reactants are F[C:2]1[CH:7]=[CH:6][N:5]=[C:4]([NH:8][C:9]2[CH:14]=[C:13]([O:15][CH3:16])[C:12]([O:17][CH3:18])=[C:11]([O:19][CH3:20])[CH:10]=2)[CH:3]=1.[CH3:21][C:22]1[N:27]=[C:26]([C:28]2[CH:33]=[CH:32]C=CN=2)[C:25]([O:34]C2C=CN=C(NC3C=CC(S(N)(=O)=O)=CC=3)C=2)=[CH:24][CH:23]=1.C([O-])([O-])=O.[K+].[K+]. The catalyst is CN(C=O)C. The product is [CH3:21][C:22]1[N:27]=[C:26]([CH2:28][CH2:33][CH3:32])[C:25]([O:34][C:2]2[CH:7]=[CH:6][N:5]=[C:4]([NH:8][C:9]3[CH:14]=[C:13]([O:15][CH3:16])[C:12]([O:17][CH3:18])=[C:11]([O:19][CH3:20])[CH:10]=3)[CH:3]=2)=[CH:24][CH:23]=1. The yield is 0.470.